Dataset: Catalyst prediction with 721,799 reactions and 888 catalyst types from USPTO. Task: Predict which catalyst facilitates the given reaction. Reactant: ClC1C=C(C=CC=1)C(OO)=O.C1(P(C2C=CC=CC=2)C2C=CC=CC=2)C=CC=CC=1.Cl.[C:32]1([S:38]([C:41]2[C:49]3[C:44](=[C:45]([O:50][CH2:51][CH2:52][N:53]4[CH2:57][CH2:56][CH2:55][CH2:54]4)[CH:46]=[CH:47][CH:48]=3)[NH:43][CH:42]=2)(=O)=O)[CH:37]=[CH:36][CH:35]=[CH:34][CH:33]=1. Product: [C:32]1([S:38][C:41]2[C:49]3[C:44](=[C:45]([O:50][CH2:51][CH2:52][N:53]4[CH2:57][CH2:56][CH2:55][CH2:54]4)[CH:46]=[CH:47][CH:48]=3)[NH:43][CH:42]=2)[CH:33]=[CH:34][CH:35]=[CH:36][CH:37]=1. The catalyst class is: 2.